Dataset: Forward reaction prediction with 1.9M reactions from USPTO patents (1976-2016). Task: Predict the product of the given reaction. (1) Given the reactants [Cl:1][C:2]1[CH:3]=[C:4]([NH:8][CH2:9][C:10]2[C:19]3[C:14](=[C:15]([F:21])[C:16]([F:20])=[CH:17][CH:18]=3)[NH:13][C:12](=[O:22])[CH:11]=2)[CH:5]=[CH:6][CH:7]=1.[CH:23]1([C:26](O)=[O:27])[CH2:25][CH2:24]1, predict the reaction product. The product is: [Cl:1][C:2]1[CH:3]=[C:4]([N:8]([CH2:9][C:10]2[C:19]3[C:14](=[C:15]([F:21])[C:16]([F:20])=[CH:17][CH:18]=3)[NH:13][C:12](=[O:22])[CH:11]=2)[C:26]([CH:23]2[CH2:25][CH2:24]2)=[O:27])[CH:5]=[CH:6][CH:7]=1. (2) Given the reactants [N:1]1[C:10]2[C:5](=[CH:6][N:7]=[CH:8][CH:9]=2)[CH:4]=[CH:3][C:2]=1[C:11]([OH:13])=[O:12].OS(O)(=O)=O.[CH3:19]O, predict the reaction product. The product is: [CH3:19][O:12][C:11]([C:2]1[CH:3]=[CH:4][C:5]2[C:10](=[CH:9][CH:8]=[N:7][CH:6]=2)[N:1]=1)=[O:13]. (3) Given the reactants [N:1]1[C:10]2[C:5](=[CH:6][CH:7]=[CH:8][CH:9]=2)[CH:4]=[C:3]([CH:11]=O)[CH:2]=1.[C:13]([OH:19])(=[O:18])[CH2:14]C(O)=O.C([O-])(=O)C.[NH4+:24], predict the reaction product. The product is: [NH2:24][CH:11]([C:3]1[CH:2]=[N:1][C:10]2[C:5]([CH:4]=1)=[CH:6][CH:7]=[CH:8][CH:9]=2)[CH2:14][C:13]([OH:19])=[O:18].